Dataset: Choline transporter screen with 302,306 compounds. Task: Binary Classification. Given a drug SMILES string, predict its activity (active/inactive) in a high-throughput screening assay against a specified biological target. (1) The drug is O1N=C(CC21CC(N(C2)C(=O)c1c(cccc1)C(=O)c1ccccc1)C(=O)N)c1cc(NC(=O)CCCCC)ccc1. The result is 0 (inactive). (2) The result is 0 (inactive). The drug is O=C(NCCc1c2c([nH]c1)cccc2)c1[nH]c(c(c1C)C(=O)C)C. (3) The compound is O1CCN(CC1)C(=O)Cn1c2c(oc1=O)cccc2. The result is 0 (inactive).